From a dataset of Peptide-MHC class I binding affinity with 185,985 pairs from IEDB/IMGT. Regression. Given a peptide amino acid sequence and an MHC pseudo amino acid sequence, predict their binding affinity value. This is MHC class I binding data. (1) The peptide sequence is TSTLQEQIGW. The MHC is HLA-A26:01 with pseudo-sequence HLA-A26:01. The binding affinity (normalized) is 0. (2) The peptide sequence is WKAIGAYIL. The MHC is HLA-B15:17 with pseudo-sequence HLA-B15:17. The binding affinity (normalized) is 0.0847. (3) The peptide sequence is RYFTVAFLF. The MHC is HLA-B08:01 with pseudo-sequence HLA-B08:01. The binding affinity (normalized) is 0.213. (4) The peptide sequence is YFESYVRPFV. The MHC is HLA-A01:01 with pseudo-sequence HLA-A01:01. The binding affinity (normalized) is 0.